This data is from Forward reaction prediction with 1.9M reactions from USPTO patents (1976-2016). The task is: Predict the product of the given reaction. (1) Given the reactants C(O[C:4]([N:6]=[C:7]=[S:8])=[O:5])C.[N:9]1[C:18]2[C:13](=[CH:14][CH:15]=[CH:16][CH:17]=2)[C:12]([CH2:19][NH:20][C:21]2(C(N)=O)[CH2:25][NH:24][CH:23]=[N:22]2)=[CH:11][CH:10]=1.CO, predict the reaction product. The product is: [N:9]1[C:18]2[C:13](=[CH:14][CH:15]=[CH:16][CH:17]=2)[C:12]([CH2:19][N:20]2[C:21]3[N:22]=[CH:23][NH:24][C:25]=3[C:4](=[O:5])[NH:6][C:7]2=[S:8])=[CH:11][CH:10]=1. (2) Given the reactants [OH:1][C:2]1[CH:3]=[C:4]([CH:36]=[CH:37][CH:38]=1)[C:5]([NH:7][CH2:8][C:9]([N:11]1[CH2:16][CH2:15][N:14]([C:17]2[CH:22]=[CH:21][C:20]([NH:23][C:24]([C:26]3[CH:35]=[CH:34][C:33]4[C:28](=[CH:29][CH:30]=[CH:31][CH:32]=4)[CH:27]=3)=[O:25])=[CH:19][CH:18]=2)[CH2:13][CH2:12]1)=[O:10])=[O:6].C(=O)([O-])[O-].[K+].[K+].[S:45]([O:55][CH2:56][CH2:57]OS(C1C=CC(C)=CC=1)(=O)=O)([C:48]1[CH:54]=[CH:53][C:51]([CH3:52])=[CH:50][CH:49]=1)(=[O:47])=[O:46], predict the reaction product. The product is: [CH:27]1[C:28]2[C:33](=[CH:32][CH:31]=[CH:30][CH:29]=2)[CH:34]=[CH:35][C:26]=1[C:24]([NH:23][C:20]1[CH:21]=[CH:22][C:17]([N:14]2[CH2:15][CH2:16][N:11]([C:9](=[O:10])[CH2:8][NH:7][C:5]([C:4]3[CH:3]=[C:2]([CH:38]=[CH:37][CH:36]=3)[O:1][CH2:57][CH2:56][O:55][S:45]([C:48]3[CH:54]=[CH:53][C:51]([CH3:52])=[CH:50][CH:49]=3)(=[O:47])=[O:46])=[O:6])[CH2:12][CH2:13]2)=[CH:18][CH:19]=1)=[O:25]. (3) Given the reactants CS([O:5][CH2:6][CH2:7][C:8]1[CH:13]=[CH:12][CH:11]=[C:10]([CH3:14])[N:9]=1)(=O)=O.[C:15]1(O)[CH:20]=[CH:19][CH:18]=[CH:17][CH:16]=1.[OH-].[Na+], predict the reaction product. The product is: [CH3:14][C:10]1[CH:11]=[CH:12][CH:13]=[C:8]([CH2:7][CH2:6][O:5][C:15]2[CH:20]=[CH:19][CH:18]=[CH:17][CH:16]=2)[N:9]=1. (4) Given the reactants [CH:1]([C:4]1[CH:13]=[C:12]2[C:7]([C:8](=[O:20])[N:9]([NH:15][S:16]([CH3:19])(=[O:18])=[O:17])[C:10](=[O:14])[NH:11]2)=[CH:6][C:5]=1[C:21]1[N:22]([CH3:26])[N:23]=[CH:24][CH:25]=1)([CH3:3])[CH3:2].Cl[C:28]([O:30][CH2:31][CH2:32][CH3:33])=[O:29], predict the reaction product. The product is: [CH2:31]([O:30][C:28](=[O:29])[N:15]([N:9]1[C:8](=[O:20])[C:7]2[C:12](=[CH:13][C:4]([CH:1]([CH3:3])[CH3:2])=[C:5]([C:21]3[N:22]([CH3:26])[N:23]=[CH:24][CH:25]=3)[CH:6]=2)[NH:11][C:10]1=[O:14])[S:16]([CH3:19])(=[O:17])=[O:18])[CH2:32][CH3:33]. (5) Given the reactants C(OC([N:8]1[CH2:13][CH:12]=[C:11]([C:14]2[CH:15]=[N:16][C:17]([CH3:23])=[C:18]([N+:20]([O-:22])=[O:21])[CH:19]=2)[C:10]([CH3:25])([CH3:24])[CH2:9]1)=O)(C)(C)C.Cl, predict the reaction product. The product is: [CH3:24][C:10]1([CH3:25])[C:11]([C:14]2[CH:15]=[N:16][C:17]([CH3:23])=[C:18]([N+:20]([O-:22])=[O:21])[CH:19]=2)=[CH:12][CH2:13][NH:8][CH2:9]1.